From a dataset of Full USPTO retrosynthesis dataset with 1.9M reactions from patents (1976-2016). Predict the reactants needed to synthesize the given product. (1) The reactants are: [F:1][C:2]1[CH:7]=[CH:6][CH:5]=[CH:4][C:3]=1[C@:8]1([CH3:20])[CH2:13][O:12][C@@:11]([CH3:18])([C:14]([F:17])([F:16])[F:15])[C:10]([NH2:19])=[N:9]1.[N+:21]([O-])([O-:23])=[O:22].[K+].C([O-])([O-])=O.[K+].[K+]. Given the product [F:1][C:2]1[CH:7]=[CH:6][C:5]([N+:21]([O-:23])=[O:22])=[CH:4][C:3]=1[C@:8]1([CH3:20])[CH2:13][O:12][C@@:11]([CH3:18])([C:14]([F:15])([F:16])[F:17])[C:10]([NH2:19])=[N:9]1, predict the reactants needed to synthesize it. (2) Given the product [CH3:31][NH:33][C:3]([CH:5]1[O:9][C:8](=[O:10])[N:7]([C:11]2[CH:16]=[C:15]([F:17])[C:14]([N:18]3[CH2:24][CH2:23][CH2:22][S:21](=[O:25])(=[O:26])[CH2:20][CH2:19]3)=[C:13]([F:27])[CH:12]=2)[CH2:6]1)=[O:4], predict the reactants needed to synthesize it. The reactants are: CO[C:3]([CH:5]1[O:9][C:8](=[O:10])[N:7]([C:11]2[CH:16]=[C:15]([F:17])[C:14]([N:18]3[CH2:24][CH2:23][CH2:22][S:21](=[O:26])(=[O:25])[CH2:20][CH2:19]3)=[C:13]([F:27])[CH:12]=2)[CH2:6]1)=[O:4].Cl.CN.[CH2:31]([N:33](CC)CC)C. (3) The reactants are: [CH2:1]([C:4]1[S:34][C:7]2[N:8]=[C:9]([N:25]3[CH2:30][CH2:29][CH2:28][CH:27]([C:31]([OH:33])=[O:32])[CH2:26]3)[N:10]=[C:11]([N:12]3[CH2:17][CH2:16][N:15]4[C:18]([C:21]([F:24])([F:23])[F:22])=[N:19][N:20]=[C:14]4[CH2:13]3)[C:6]=2[CH:5]=1)[CH2:2][CH3:3].C(=O)([O-])[O-].[K+].[K+].I[CH:42]([CH3:44])[CH3:43]. Given the product [CH:42]([O:32][C:31]([CH:27]1[CH2:28][CH2:29][CH2:30][N:25]([C:9]2[N:10]=[C:11]([N:12]3[CH2:17][CH2:16][N:15]4[C:18]([C:21]([F:23])([F:22])[F:24])=[N:19][N:20]=[C:14]4[CH2:13]3)[C:6]3[CH:5]=[C:4]([CH2:1][CH2:2][CH3:3])[S:34][C:7]=3[N:8]=2)[CH2:26]1)=[O:33])([CH3:44])[CH3:43], predict the reactants needed to synthesize it.